Dataset: Full USPTO retrosynthesis dataset with 1.9M reactions from patents (1976-2016). Task: Predict the reactants needed to synthesize the given product. (1) The reactants are: [F:1][C:2]1[CH:7]=[CH:6][C:5]([C@:8]2([CH2:32][C:33]([OH:36])([CH3:35])[CH3:34])[O:13][C:12](=[O:14])[N:11]([C@H:15]([C:17]3[CH:22]=[CH:21][C:20](B4OC(C)(C)C(C)(C)O4)=[CH:19][CH:18]=3)[CH3:16])[CH2:10][CH2:9]2)=[CH:4][CH:3]=1.Cl[C:38]1[N:43]=[C:42]([C:44]#[N:45])[CH:41]=[N:40][CH:39]=1. Given the product [F:1][C:2]1[CH:7]=[CH:6][C:5]([C@:8]2([CH2:32][C:33]([OH:36])([CH3:34])[CH3:35])[O:13][C:12](=[O:14])[N:11]([C@H:15]([C:17]3[CH:18]=[CH:19][C:20]([C:38]4[N:43]=[C:42]([C:44]#[N:45])[CH:41]=[N:40][CH:39]=4)=[CH:21][CH:22]=3)[CH3:16])[CH2:10][CH2:9]2)=[CH:4][CH:3]=1, predict the reactants needed to synthesize it. (2) The reactants are: Br[C:2]1[CH:3]=[C:4]([S:12]([N:15]2[CH2:25][CH2:24][CH2:23][C:17]3([C:21](=[O:22])[NH:20][CH2:19][CH2:18]3)[CH2:16]2)(=[O:14])=[O:13])[CH:5]=[C:6]([C:8]([F:11])([F:10])[F:9])[CH:7]=1.[C:26](=O)([O-])[O-].[K+].[K+].CB1OB(C)OB(C)O1. Given the product [CH3:26][C:2]1[CH:3]=[C:4]([S:12]([N:15]2[CH2:25][CH2:24][CH2:23][C:17]3([C:21](=[O:22])[NH:20][CH2:19][CH2:18]3)[CH2:16]2)(=[O:14])=[O:13])[CH:5]=[C:6]([C:8]([F:10])([F:9])[F:11])[CH:7]=1, predict the reactants needed to synthesize it. (3) Given the product [F:1][C:2]1[CH:7]=[C:6]([N:8]([S:9]([C:12]2[CH:17]=[CH:16][CH:15]=[CH:14][C:13]=2[N+:18]([O-:20])=[O:19])(=[O:10])=[O:11])[CH2:50][C:47]2[CH:48]=[CH:49][C:44]([CH:40]([CH2:39][C:36]3[S:37][CH:38]=[C:34]([C:28]4[CH:33]=[CH:32][CH:31]=[CH:30][CH:29]=4)[N:35]=3)[CH2:41][CH2:42][CH3:43])=[CH:45][CH:46]=2)[CH:5]=[CH:4][C:3]=1[CH2:21][CH2:22][C:23]([O:25][CH2:26][CH3:27])=[O:24], predict the reactants needed to synthesize it. The reactants are: [F:1][C:2]1[CH:7]=[C:6]([NH:8][S:9]([C:12]2[CH:17]=[CH:16][CH:15]=[CH:14][C:13]=2[N+:18]([O-:20])=[O:19])(=[O:11])=[O:10])[CH:5]=[CH:4][C:3]=1[CH2:21][CH2:22][C:23]([O:25][CH2:26][CH3:27])=[O:24].[C:28]1([C:34]2[N:35]=[C:36]([CH2:39][CH:40]([C:44]3[CH:49]=[CH:48][C:47]([CH2:50]O)=[CH:46][CH:45]=3)[CH2:41][CH2:42][CH3:43])[S:37][CH:38]=2)[CH:33]=[CH:32][CH:31]=[CH:30][CH:29]=1.C1(P(C2C=CC=CC=2)C2C=CC=CC=2)C=CC=CC=1.N(C(OCC)=O)=NC(OCC)=O. (4) The reactants are: C1(P(C2C=CC=CC=2)C2C=CC=CC=2)C=CC=CC=1.N1C=CN=C1.[I:25]I.[C:27]([O:31][C:32]([NH:34][C@H:35]([C:38]([O:40][CH3:41])=[O:39])[CH2:36]O)=[O:33])([CH3:30])([CH3:29])[CH3:28]. Given the product [C:27]([O:31][C:32]([NH:34][C@H:35]([C:38]([O:40][CH3:41])=[O:39])[CH2:36][I:25])=[O:33])([CH3:30])([CH3:29])[CH3:28], predict the reactants needed to synthesize it.